From a dataset of Reaction yield outcomes from USPTO patents with 853,638 reactions. Predict the reaction yield, written as a fraction of the theoretical maximum amount of product (1.0 means a 100% yield; for example, 0.34 means a 34% yield). (1) The reactants are [B-](F)(F)(F)F.[B-](F)(F)(F)F.C1[N+]2(CCl)CC[N+]([F:21])(CC2)C1.[CH3:22][N:23]([CH3:37])/[CH:24]=[CH:25]/[C:26]([C:28]1[N:32]([CH:33]([CH3:35])[CH3:34])[C:31]([CH3:36])=[N:30][CH:29]=1)=[O:27].N. The catalyst is CO. The product is [CH3:37][N:23]([CH3:22])/[CH:24]=[C:25](\[F:21])/[C:26]([C:28]1[N:32]([CH:33]([CH3:34])[CH3:35])[C:31]([CH3:36])=[N:30][CH:29]=1)=[O:27]. The yield is 0.450. (2) The reactants are [C:1]([C:3]1[CH:8]=[CH:7][CH:6]=[CH:5][C:4]=1[B:9]([OH:11])[OH:10])#[N:2].[CH2:12](O)[CH2:13][CH2:14]O. The catalyst is C(Cl)Cl. The product is [O:10]1[CH2:14][CH2:13][CH2:12][O:11][B:9]1[C:4]1[CH:5]=[CH:6][CH:7]=[CH:8][C:3]=1[C:1]#[N:2]. The yield is 0.572. (3) The reactants are [H-].[H-].[H-].[H-].[Li+].[Al+3].[O:7]1[C:12]2[CH:13]=[CH:14][CH:15]=[CH:16][C:11]=2[NH:10][C:9](=O)[CH2:8]1. The catalyst is C1COCC1. The product is [O:7]1[CH2:8][CH2:9][NH:10][C:11]2[CH:16]=[CH:15][CH:14]=[CH:13][C:12]1=2. The yield is 0.500. (4) The reactants are [Cl:1][C:2]1[CH:7]=[CH:6][C:5]([C:8]#[C:9][C:10]2[CH:11]=[C:12]([C:28]([NH:30][CH3:31])=[O:29])[C:13](=[O:27])[N:14]([C:17]3[CH:22]=[CH:21][CH:20]=[C:19]([C:23]([F:26])([F:25])[F:24])[CH:18]=3)[C:15]=2[CH3:16])=[CH:4][CH:3]=1.C(O)=[O:33]. No catalyst specified. The product is [Cl:1][C:2]1[CH:7]=[CH:6][C:5]([CH2:8][C:9]([C:10]2[CH:11]=[C:12]([C:28]([NH:30][CH3:31])=[O:29])[C:13](=[O:27])[N:14]([C:17]3[CH:22]=[CH:21][CH:20]=[C:19]([C:23]([F:26])([F:25])[F:24])[CH:18]=3)[C:15]=2[CH3:16])=[O:33])=[CH:4][CH:3]=1. The yield is 0.660. (5) The reactants are [C:1]([C:3]1[C:4](=O)NC(C)=C[CH:8]=1)#[N:2].[CH:11]([N-:14]C(C)C)(C)C.[Li+].CI.[OH-].[Na+].[O:23]1[CH2:27][CH2:26][CH2:25][CH2:24]1. No catalyst specified. The product is [C:11]([C:26]1[C:27](=[O:23])[NH:2][C:1]([CH:3]([CH3:4])[CH3:8])=[CH:24][CH:25]=1)#[N:14]. The yield is 0.180. (6) The reactants are C([C@H]1C[O:7][C:6]([C:9]2C=CC=C(C)C=2NS(C)(=O)=O)=N1)(C)C.C(N(CC)CC)C.C([O:31][C@@H:32]([CH2:37][CH2:38][CH2:39][O:40][Si:41]([C:54]([CH3:57])([CH3:56])[CH3:55])([C:48]1[CH:53]=[CH:52][CH:51]=[CH:50][CH:49]=1)[C:42]1[CH:47]=[CH:46][CH:45]=[CH:44][CH:43]=1)[CH2:33][C:34](Br)=[CH2:35])(=O)C.[O-][Si]([O-])=O.[Mg+2]. The catalyst is C1COCC1.CCCCCCC.[Cl-].[Cr+2].[Cl-]. The product is [Si:41]([O:40][CH2:39][CH2:38][CH2:37][C@H:32]([OH:31])[CH2:33][C:34](=[CH2:35])[C:6](=[O:7])[CH3:9])([C:54]([CH3:57])([CH3:55])[CH3:56])([C:48]1[CH:49]=[CH:50][CH:51]=[CH:52][CH:53]=1)[C:42]1[CH:43]=[CH:44][CH:45]=[CH:46][CH:47]=1. The yield is 0.560. (7) The reactants are [F:1][C:2]1[CH:28]=[CH:27][C:5]([C:6]([C:8]2[CH:9]=[N:10][C:11]([N:14]3[CH2:19][CH2:18][N:17](C(OC(C)(C)C)=O)[CH2:16][CH2:15]3)=[N:12][CH:13]=2)=[O:7])=[CH:4][CH:3]=1.Cl. The catalyst is O1CCOCC1. The product is [F:1][C:2]1[CH:28]=[CH:27][C:5]([C:6]([C:8]2[CH:9]=[N:10][C:11]([N:14]3[CH2:19][CH2:18][NH:17][CH2:16][CH2:15]3)=[N:12][CH:13]=2)=[O:7])=[CH:4][CH:3]=1. The yield is 0.900.